This data is from Forward reaction prediction with 1.9M reactions from USPTO patents (1976-2016). The task is: Predict the product of the given reaction. Given the reactants [OH:1][C:2]1[CH:7]=[CH:6][C:5]([C:8]2[CH:9]=[C:10]([C:15]3[CH:20]=CC(OCC(O)=O)=[CH:17][CH:16]=3)[NH:11][C:12](=[O:14])[N:13]=2)=[CH:4][C:3]=1[CH3:26].[O:27]1[CH2:32][CH2:31][N:30]([CH2:33][CH2:34][NH2:35])[CH2:29][CH2:28]1.[OH:36]N1C2C=CC=CC=2N=N1.CCN=C=N[CH2:51][CH2:52][CH2:53][N+](C)(C)C.[I-].Cl[CH:60](Cl)[CH3:61], predict the reaction product. The product is: [OH:1][C:2]1[CH:7]=[CH:6][C:5]([C:8]2[CH:9]=[C:10]([C:15]3[CH:16]=[CH:17][C:32]([O:27][CH2:28][C:29]([NH:30][CH2:33][CH2:34][N:35]4[CH2:51][CH2:52][CH2:53][CH2:61][CH2:60]4)=[O:36])=[CH:31][CH:20]=3)[NH:11][C:12](=[O:14])[N:13]=2)=[CH:4][C:3]=1[CH3:26].